This data is from NCI-60 drug combinations with 297,098 pairs across 59 cell lines. The task is: Regression. Given two drug SMILES strings and cell line genomic features, predict the synergy score measuring deviation from expected non-interaction effect. (1) Drug 1: C1CN1P(=S)(N2CC2)N3CC3. Drug 2: C1C(C(OC1N2C=C(C(=O)NC2=O)F)CO)O. Cell line: HCT-15. Synergy scores: CSS=45.6, Synergy_ZIP=-11.6, Synergy_Bliss=-14.5, Synergy_Loewe=-6.32, Synergy_HSA=-4.41. (2) Drug 1: CC1C(C(CC(O1)OC2CC(CC3=C2C(=C4C(=C3O)C(=O)C5=C(C4=O)C(=CC=C5)OC)O)(C(=O)C)O)N)O.Cl. Drug 2: CC=C1C(=O)NC(C(=O)OC2CC(=O)NC(C(=O)NC(CSSCCC=C2)C(=O)N1)C(C)C)C(C)C. Cell line: RPMI-8226. Synergy scores: CSS=75.8, Synergy_ZIP=3.62, Synergy_Bliss=4.40, Synergy_Loewe=-6.99, Synergy_HSA=6.70. (3) Drug 1: C(=O)(N)NO. Drug 2: C1C(C(OC1N2C=NC(=NC2=O)N)CO)O. Cell line: UO-31. Synergy scores: CSS=6.47, Synergy_ZIP=3.19, Synergy_Bliss=-0.222, Synergy_Loewe=-1.59, Synergy_HSA=-0.00110. (4) Drug 1: CCC1(CC2CC(C3=C(CCN(C2)C1)C4=CC=CC=C4N3)(C5=C(C=C6C(=C5)C78CCN9C7C(C=CC9)(C(C(C8N6C=O)(C(=O)OC)O)OC(=O)C)CC)OC)C(=O)OC)O.OS(=O)(=O)O. Drug 2: CC12CCC3C(C1CCC2O)C(CC4=C3C=CC(=C4)O)CCCCCCCCCS(=O)CCCC(C(F)(F)F)(F)F. Cell line: A498. Synergy scores: CSS=23.3, Synergy_ZIP=3.67, Synergy_Bliss=8.77, Synergy_Loewe=-1.27, Synergy_HSA=7.88. (5) Drug 1: CC12CCC3C(C1CCC2=O)CC(=C)C4=CC(=O)C=CC34C. Drug 2: COCCOC1=C(C=C2C(=C1)C(=NC=N2)NC3=CC=CC(=C3)C#C)OCCOC.Cl. Cell line: SK-MEL-5. Synergy scores: CSS=25.6, Synergy_ZIP=-0.654, Synergy_Bliss=0.479, Synergy_Loewe=2.53, Synergy_HSA=2.51. (6) Drug 1: CN(C)N=NC1=C(NC=N1)C(=O)N. Drug 2: C1C(C(OC1N2C=NC(=NC2=O)N)CO)O. Cell line: PC-3. Synergy scores: CSS=12.5, Synergy_ZIP=-2.71, Synergy_Bliss=0.338, Synergy_Loewe=-0.472, Synergy_HSA=0.430. (7) Drug 1: CC1=C2C(C(=O)C3(C(CC4C(C3C(C(C2(C)C)(CC1OC(=O)C(C(C5=CC=CC=C5)NC(=O)C6=CC=CC=C6)O)O)OC(=O)C7=CC=CC=C7)(CO4)OC(=O)C)O)C)OC(=O)C. Drug 2: C1CN(P(=O)(OC1)NCCCl)CCCl. Cell line: A498. Synergy scores: CSS=16.9, Synergy_ZIP=0.645, Synergy_Bliss=2.96, Synergy_Loewe=-19.5, Synergy_HSA=4.14.